Dataset: Reaction yield outcomes from USPTO patents with 853,638 reactions. Task: Predict the reaction yield, written as a fraction of the theoretical maximum amount of product (1.0 means a 100% yield; for example, 0.34 means a 34% yield). (1) The reactants are [Mg].Br[C:3]1[CH:8]=[CH:7][C:6]([C:9]([F:12])([F:11])[F:10])=[C:5]([F:13])[CH:4]=1.[CH3:14][C:15]1[CH2:20][CH2:19][CH2:18][C:17]([CH3:22])([CH3:21])[C:16]=1[CH2:23][CH:24]=[O:25]. The catalyst is C(OCC)C.II. The product is [F:13][C:5]1[CH:4]=[C:3]([CH:24]([OH:25])[CH2:23][C:16]2[C:17]([CH3:21])([CH3:22])[CH2:18][CH2:19][CH2:20][C:15]=2[CH3:14])[CH:8]=[CH:7][C:6]=1[C:9]([F:12])([F:11])[F:10]. The yield is 0.350. (2) The reactants are [CH2:1]([N:8]1[CH2:12][CH:11]([CH2:13]O)[CH2:10][C:9]1=[O:15])[C:2]1[CH:7]=[CH:6][CH:5]=[CH:4][CH:3]=1.C1(P(C2C=CC=CC=2)C2C=CC=CC=2)C=CC=CC=1.N1C=CN=C1.[I:40]I. The catalyst is C1(C)C=CC=CC=1. The product is [CH2:1]([N:8]1[CH2:12][CH:11]([CH2:13][I:40])[CH2:10][C:9]1=[O:15])[C:2]1[CH:7]=[CH:6][CH:5]=[CH:4][CH:3]=1. The yield is 0.460. (3) The reactants are [F:1][CH:2]([F:15])[O:3][C:4]1[N:8]([CH3:9])[N:7]=[C:6]([C:10]([F:13])([F:12])[F:11])[C:5]=1[CH3:14].[Br:16]N1C(=O)CCC1=O.N(C(C)(C)C#N)=NC(C)(C)C#N.O. The catalyst is C(Cl)(Cl)(Cl)Cl. The product is [Br:16][CH2:14][C:5]1[C:6]([C:10]([F:13])([F:12])[F:11])=[N:7][N:8]([CH3:9])[C:4]=1[O:3][CH:2]([F:1])[F:15]. The yield is 0.827. (4) The reactants are [C:1]([N:5]1[C:9]([C:10]([F:13])([F:12])[F:11])=[C:8]([NH:14][C:15]([NH:17][C:18]2[CH:23]=[C:22]([C:24]3[C:35](=[O:36])[N:34]([CH3:37])[C:27]4[N:28]=[C:29](SC)[N:30]=[CH:31][C:26]=4[CH:25]=3)[CH:21]=[CH:20][C:19]=2[F:38])=[O:16])[CH:7]=[N:6]1)([CH3:4])([CH3:3])[CH3:2].[CH3:39][NH2:40].C1COCC1. No catalyst specified. The product is [C:1]([N:5]1[C:9]([C:10]([F:13])([F:12])[F:11])=[C:8]([NH:14][C:15]([NH:17][C:18]2[CH:23]=[C:22]([C:24]3[C:35](=[O:36])[N:34]([CH3:37])[C:27]4[N:28]=[C:29]([NH:40][CH3:39])[N:30]=[CH:31][C:26]=4[CH:25]=3)[CH:21]=[CH:20][C:19]=2[F:38])=[O:16])[CH:7]=[N:6]1)([CH3:4])([CH3:3])[CH3:2]. The yield is 0.630. (5) The reactants are [NH:1]1[CH2:5][CH2:4][CH2:3][CH2:2]1.N1CCC[C@H]1C(O)=O.I[C:15]1[CH:20]=[CH:19][CH:18]=[CH:17][CH:16]=1. The catalyst is [Cu]I.CS(C)=O. The product is [C:15]1([N:1]2[CH2:5][CH2:4][CH2:3][CH2:2]2)[CH:20]=[CH:19][CH:18]=[CH:17][CH:16]=1. The yield is 0.570.